This data is from Forward reaction prediction with 1.9M reactions from USPTO patents (1976-2016). The task is: Predict the product of the given reaction. (1) Given the reactants [NH:1]1[CH2:6][CH2:5][CH:4]([C:7]([NH2:9])=[O:8])[CH2:3][CH2:2]1.Cl[CH2:11][C:12]1[CH:17]=[CH:16][N:15]=[C:14]([C:18]2[CH:23]=[C:22]([O:24][CH3:25])[C:21]([O:26][CH3:27])=[C:20]([O:28][CH3:29])[CH:19]=2)[CH:13]=1, predict the reaction product. The product is: [CH3:25][O:24][C:22]1[CH:23]=[C:18]([C:14]2[CH:13]=[C:12]([CH2:11][N:1]3[CH2:6][CH2:5][CH:4]([C:7]([NH2:9])=[O:8])[CH2:3][CH2:2]3)[CH:17]=[CH:16][N:15]=2)[CH:19]=[C:20]([O:28][CH3:29])[C:21]=1[O:26][CH3:27]. (2) Given the reactants [S:1]1[C:5]([CH2:6][CH:7]2[C:12](=[O:13])[O:11]C(C)(C)[O:9][C:8]2=[O:16])=[CH:4][C:3]2[CH:17]=[CH:18][CH:19]=[CH:20][C:2]1=2.[OH-].[Na+].Cl, predict the reaction product. The product is: [S:1]1[C:5]([CH2:6][CH:7]([C:12]([OH:13])=[O:11])[C:8]([OH:16])=[O:9])=[CH:4][C:3]2[CH:17]=[CH:18][CH:19]=[CH:20][C:2]1=2.